This data is from Full USPTO retrosynthesis dataset with 1.9M reactions from patents (1976-2016). The task is: Predict the reactants needed to synthesize the given product. (1) Given the product [C:1]([C:5]1[C:6]([CH:43]=[CH2:44])=[C:7]([C:27]2[CH:28]=[C:29]3[C:34](=[CH:35][CH:36]=2)[CH:33]=[C:32]([NH:37][S:38]([CH3:41])(=[O:40])=[O:39])[CH:31]=[CH:30]3)[CH:8]=[C:9]([C:11]2[C:12]([O:22][C:23]([CH3:26])([CH3:25])[CH3:24])=[N:13][C:14]([O:17][C:18]([CH3:21])([CH3:20])[CH3:19])=[N:15][CH:16]=2)[CH:10]=1)([CH3:4])([CH3:3])[CH3:2], predict the reactants needed to synthesize it. The reactants are: [C:1]([C:5]1[C:6](I)=[C:7]([C:27]2[CH:28]=[C:29]3[C:34](=[CH:35][CH:36]=2)[CH:33]=[C:32]([NH:37][S:38]([CH3:41])(=[O:40])=[O:39])[CH:31]=[CH:30]3)[CH:8]=[C:9]([C:11]2[C:12]([O:22][C:23]([CH3:26])([CH3:25])[CH3:24])=[N:13][C:14]([O:17][C:18]([CH3:21])([CH3:20])[CH3:19])=[N:15][CH:16]=2)[CH:10]=1)([CH3:4])([CH3:3])[CH3:2].[CH2:43]([Sn](CCCC)(CCCC)C=C)[CH2:44]CC.P([O-])([O-])([O-])=O.[K+].[K+].[K+].CC12CC3(C)P(C4C=CC=CC=4)C(C)(CC(C)(O3)O1)O2. (2) Given the product [CH:1]([N:4]1[C:8]([C:9]2[S:10][C:11]3[CH2:12][CH2:13][O:14][C:15]4[CH:22]=[CH:21][C:20]([C:23]5[C:24](=[O:29])[N:25]([CH2:31][C:32]([OH:34])=[O:33])[CH:26]=[CH:27][CH:28]=5)=[CH:19][C:16]=4[C:17]=3[N:18]=2)=[N:7][CH:6]=[N:5]1)([CH3:3])[CH3:2], predict the reactants needed to synthesize it. The reactants are: [CH:1]([N:4]1[C:8]([C:9]2[S:10][C:11]3[CH2:12][CH2:13][O:14][C:15]4[CH:22]=[CH:21][C:20]([C:23]5[C:24](=[O:29])[NH:25][CH:26]=[CH:27][CH:28]=5)=[CH:19][C:16]=4[C:17]=3[N:18]=2)=[N:7][CH:6]=[N:5]1)([CH3:3])[CH3:2].Br[CH2:31][C:32]([O:34]C)=[O:33]. (3) Given the product [Br:16][CH2:17]/[CH:18]=[CH:19]/[C:20]([NH:41][C:39]1[N:38]=[CH:37][C:33]2[N:34]=[CH:35][N:36]=[C:31]([NH:30][C:27]3[CH:28]=[CH:29][C:24]([F:23])=[C:25]([C:42]([F:45])([F:44])[F:43])[CH:26]=3)[C:32]=2[CH:40]=1)=[O:22], predict the reactants needed to synthesize it. The reactants are: C1CCC(N=C=NC2CCCCC2)CC1.[Br:16][CH2:17]/[CH:18]=[CH:19]/[C:20]([OH:22])=O.[F:23][C:24]1[CH:29]=[CH:28][C:27]([NH:30][C:31]2[C:32]3[CH:40]=[C:39]([NH2:41])[N:38]=[CH:37][C:33]=3[N:34]=[CH:35][N:36]=2)=[CH:26][C:25]=1[C:42]([F:45])([F:44])[F:43].C(N(C(C)C)CC)(C)C. (4) Given the product [CH2:30]([C:29]1[N:25]2[N:24]=[C:6]([C:5]3[CH:22]=[CH:23][C:2]([F:1])=[CH:3][CH:4]=3)[C:8]([CH2:9][CH2:10][CH2:11][CH2:12][CH2:13][C:14]([O:16][CH2:17][CH3:18])=[O:15])=[C:32]([C:34]3[CH:39]=[CH:38][C:37]([F:40])=[CH:36][CH:35]=3)[C:26]2=[CH:27][CH:28]=1)[CH3:31].[CH2:32]([C:26]1[N:25]2[N:24]=[C:19]([CH3:20])[C:8]([CH2:9][CH2:10][CH2:11][CH2:12][CH2:13][C:14]([O:16][CH2:17][CH3:18])=[O:15])=[C:6]([C:5]3[CH:22]=[CH:23][C:2]([F:1])=[CH:3][CH:4]=3)[C:29]2=[CH:28][CH:27]=1)[CH3:34], predict the reactants needed to synthesize it. The reactants are: [F:1][C:2]1[CH:23]=[CH:22][C:5]([C:6]([CH:8]([C:19](=O)[CH3:20])[CH2:9][CH2:10][CH2:11][CH2:12][CH2:13][C:14]([O:16][CH2:17][CH3:18])=[O:15])=O)=[CH:4][CH:3]=1.[NH2:24][N:25]1[C:29]([CH2:30][CH3:31])=[CH:28][CH:27]=[C:26]1[C:32]([C:34]1[CH:39]=[CH:38][C:37]([F:40])=[CH:36][CH:35]=1)=O.O.C1(C)C=CC(S(O)(=O)=O)=CC=1.C(OCC)(=O)C. (5) Given the product [ClH:1].[Cl:22][C:23]1[C:24]([CH3:31])=[C:25]([CH:28]=[CH:29][CH:30]=1)[CH2:26][NH:27][C:2]1[N:3]=[C:4]([NH:18][CH2:19][CH2:20][CH3:21])[C:5]2[N:6]=[C:7]([NH:16][CH3:17])[N:8]=[C:9]([NH:12][CH2:13][CH2:14][CH3:15])[C:10]=2[N:11]=1, predict the reactants needed to synthesize it. The reactants are: [Cl:1][C:2]1[N:3]=[C:4]([NH:18][CH2:19][CH2:20][CH3:21])[C:5]2[N:6]=[C:7]([NH:16][CH3:17])[N:8]=[C:9]([NH:12][CH2:13][CH2:14][CH3:15])[C:10]=2[N:11]=1.[Cl:22][C:23]1[C:24]([CH3:31])=[C:25]([CH:28]=[CH:29][CH:30]=1)[CH2:26][NH2:27].C([O-])(O)=O.[Na+].